Dataset: Catalyst prediction with 721,799 reactions and 888 catalyst types from USPTO. Task: Predict which catalyst facilitates the given reaction. (1) Reactant: [NH2:1][C:2]1[CH:3]=[C:4]2[C:9](=[C:10]([Cl:12])[CH:11]=1)[N:8]=[CH:7][C:6]([C:13]#[N:14])=[C:5]2[NH:15][C:16]1[CH:21]=[CH:20][C:19]([F:22])=[C:18]([Cl:23])[CH:17]=1.[CH:24]([C:26]1[CH:31]=[CH:30][C:29]([S:32]([NH2:35])(=[O:34])=[O:33])=[CH:28][CH:27]=1)=O.[BH3-]C#N.[Na+]. Product: [Cl:12][C:10]1[CH:11]=[C:2]([NH:1][CH2:24][C:26]2[CH:27]=[CH:28][C:29]([S:32]([NH2:35])(=[O:34])=[O:33])=[CH:30][CH:31]=2)[CH:3]=[C:4]2[C:9]=1[N:8]=[CH:7][C:6]([C:13]#[N:14])=[C:5]2[NH:15][C:16]1[CH:21]=[CH:20][C:19]([F:22])=[C:18]([Cl:23])[CH:17]=1. The catalyst class is: 14. (2) Reactant: [Cl:1][C:2]1[CH:3]=[C:4](B(O)O)[CH:5]=[C:6]([Cl:8])[CH:7]=1.[F:12][C:13]1[CH:14]=[C:15]([CH:25]([NH:27][C:28]([C:30]2[N:31]=[C:32](Cl)[O:33][CH:34]=2)=[O:29])[CH3:26])[CH:16]=[C:17]([F:24])[C:18]=1[NH:19][S:20]([CH3:23])(=[O:22])=[O:21].C([O-])([O-])=O.[Cs+].[Cs+]. Product: [F:24][C:17]1[CH:16]=[C:15]([CH:25]([NH:27][C:28]([C:30]2[N:31]=[C:32]([C:4]3[CH:3]=[C:2]([Cl:1])[CH:7]=[C:6]([Cl:8])[CH:5]=3)[O:33][CH:34]=2)=[O:29])[CH3:26])[CH:14]=[C:13]([F:12])[C:18]=1[NH:19][S:20]([CH3:23])(=[O:22])=[O:21]. The catalyst class is: 235. (3) The catalyst class is: 101. Reactant: Br[C:2]1[CH:3]=[N:4][CH:5]=[C:6]([CH3:8])[CH:7]=1.[CH3:9][N:10]([CH2:18][CH2:19][NH:20][CH3:21])[C:11](=[O:17])[O:12][C:13]([CH3:16])([CH3:15])[CH3:14].CC(OC1C=CC=C(OC(C)C)C=1C1C(P(C2CCCCC2)C2CCCCC2)=CC=CC=1)C.CC(C)([O-])C.[Na+]. Product: [CH3:9][N:10]([CH2:18][CH2:19][N:20]([CH3:21])[C:2]1[CH:3]=[N:4][CH:5]=[C:6]([CH3:8])[CH:7]=1)[C:11](=[O:17])[O:12][C:13]([CH3:16])([CH3:15])[CH3:14]. (4) Reactant: [N+:1]([C:4]1[CH:9]=[CH:8][CH:7]=[CH:6][C:5]=1[S:10](Cl)(=[O:12])=[O:11])([O-:3])=[O:2].CN.[CH2:16]([N:18](CC)CC)C. The catalyst class is: 46. Product: [CH3:16][NH:18][S:10]([C:5]1[CH:6]=[CH:7][CH:8]=[CH:9][C:4]=1[N+:1]([O-:3])=[O:2])(=[O:12])=[O:11]. (5) Reactant: [Br-].[CH3:2][O:3][C:4]1[CH:5]=[C:6]([CH:27]=[CH:28][CH:29]=1)[CH2:7][P+](C1C=CC=CC=1)(C1C=CC=CC=1)C1C=CC=CC=1.CC(C)([O-])C.[K+].[Cl:36][C:37]1[C:38](=[O:59])[N:39]([CH2:46][CH2:47][CH2:48][C:49]2[CH:58]=[CH:57][C:52]([C:53]([O:55][CH3:56])=[O:54])=[CH:51][CH:50]=2)[C:40]([CH:44]=O)=[C:41]([Cl:43])[CH:42]=1.[Cl-].[NH4+]. Product: [Cl:36][C:37]1[C:38](=[O:59])[N:39]([CH2:46][CH2:47][CH2:48][C:49]2[CH:58]=[CH:57][C:52]([C:53]([O:55][CH3:56])=[O:54])=[CH:51][CH:50]=2)[C:40](/[CH:44]=[CH:7]/[C:6]2[CH:27]=[CH:28][CH:29]=[C:4]([O:3][CH3:2])[CH:5]=2)=[C:41]([Cl:43])[CH:42]=1. The catalyst class is: 56. (6) Reactant: Cl[C:2]1[CH:7]=[C:6]([Cl:8])[N:5]=[C:4]([CH3:9])[N:3]=1.C(O[K])(C)(C)C.[CH:16]([O:19][C:20]([N:22]1[CH2:27][CH2:26][CH:25]([OH:28])[CH2:24][CH2:23]1)=[O:21])([CH3:18])[CH3:17]. Product: [CH:16]([O:19][C:20]([N:22]1[CH2:23][CH2:24][CH:25]([O:28][C:2]2[CH:7]=[C:6]([Cl:8])[N:5]=[C:4]([CH3:9])[N:3]=2)[CH2:26][CH2:27]1)=[O:21])([CH3:18])[CH3:17]. The catalyst class is: 1. (7) Reactant: [NH2:1][C:2]1[S:3][C:4]2[C:9]([N:10]=1)=[CH:8][CH:7]=[C:6]([O:11][C:12]1[CH:13]=[C:14]([NH:19][C:20](=[O:31])[C:21]3[CH:26]=[CH:25][CH:24]=[C:23]([C:27]([F:30])([F:29])[F:28])[CH:22]=3)[CH:15]=[CH:16][C:17]=1[CH3:18])[N:5]=2.[Cl:32][CH2:33][C:34](Cl)=[O:35].C(=O)([O-])O.[Na+]. Product: [Cl:32][CH2:33][C:34]([NH:1][C:2]1[S:3][C:4]2[C:9]([N:10]=1)=[CH:8][CH:7]=[C:6]([O:11][C:12]1[CH:13]=[C:14]([NH:19][C:20](=[O:31])[C:21]3[CH:26]=[CH:25][CH:24]=[C:23]([C:27]([F:30])([F:29])[F:28])[CH:22]=3)[CH:15]=[CH:16][C:17]=1[CH3:18])[N:5]=2)=[O:35]. The catalyst class is: 9. (8) Reactant: [CH3:1][O:2][C:3](=[O:49])[CH2:4][CH2:5][C:6]1[CH:11]=[CH:10][C:9]([O:12][CH2:13][C@@H:14]([O:22][C:23]2[CH:28]=[CH:27][C:26]([C:29]([O:38]CC3C=CC(OC)=CC=3)([C:34]([F:37])([F:36])[F:35])[C:30]([F:33])([F:32])[F:31])=[CH:25][C:24]=2[CH3:48])[CH2:15][C:16]2[CH:21]=[CH:20][CH:19]=[CH:18][CH:17]=2)=[CH:8][CH:7]=1. Product: [CH3:1][O:2][C:3](=[O:49])[CH2:4][CH2:5][C:6]1[CH:7]=[CH:8][C:9]([O:12][CH2:13][C@@H:14]([O:22][C:23]2[CH:28]=[CH:27][C:26]([C:29]([OH:38])([C:30]([F:33])([F:32])[F:31])[C:34]([F:35])([F:36])[F:37])=[CH:25][C:24]=2[CH3:48])[CH2:15][C:16]2[CH:17]=[CH:18][CH:19]=[CH:20][CH:21]=2)=[CH:10][CH:11]=1. The catalyst class is: 99. (9) Reactant: [F:1][C:2]1[CH:7]=[C:6]([F:8])[CH:5]=[CH:4][C:3]=1[S:9]([NH:12][C:13]1[C:14]([O:29][CH3:30])=[N:15][CH:16]=[C:17]([C:19]2[CH:24]=[CH:23][N:22]3[N:25]=[CH:26][C:27](I)=[C:21]3[CH:20]=2)[CH:18]=1)(=[O:11])=[O:10].[CH3:31][C:32]([OH:36])([C:34]#[CH:35])[CH3:33].C(N(C(C)C)CC)(C)C. Product: [F:1][C:2]1[CH:7]=[C:6]([F:8])[CH:5]=[CH:4][C:3]=1[S:9]([NH:12][C:13]1[C:14]([O:29][CH3:30])=[N:15][CH:16]=[C:17]([C:19]2[CH:24]=[CH:23][N:22]3[N:25]=[CH:26][C:27]([C:35]#[C:34][C:32]([OH:36])([CH3:33])[CH3:31])=[C:21]3[CH:20]=2)[CH:18]=1)(=[O:11])=[O:10]. The catalyst class is: 538. (10) Reactant: Cl.[OH:2][C:3]1([C:14]2[CH:19]=[CH:18][C:17]([CH:20]([CH3:22])[CH3:21])=[CH:16][C:15]=2[NH:23][C:24](=[O:28])[CH:25]([CH3:27])[CH3:26])[C:11](=[O:12])[C:10]2[C:5](=[CH:6][CH:7]=[CH:8][CH:9]=2)[C:4]1=[O:13]. Product: [OH:12][C:11]12[C:10]3[C:5](=[CH:6][CH:7]=[CH:8][CH:9]=3)[C:4](=[O:13])[C:3]1([OH:2])[C:14]1[CH:19]=[CH:18][C:17]([CH:20]([CH3:22])[CH3:21])=[CH:16][C:15]=1[N:23]2[C:24](=[O:28])[CH:25]([CH3:27])[CH3:26]. The catalyst class is: 1.